Dataset: Rat liver microsome stability data. Task: Regression/Classification. Given a drug SMILES string, predict its absorption, distribution, metabolism, or excretion properties. Task type varies by dataset: regression for continuous measurements (e.g., permeability, clearance, half-life) or binary classification for categorical outcomes (e.g., BBB penetration, CYP inhibition). Dataset: rlm. (1) The molecule is Cc1noc(C)c1-c1ccc2ncnc(NCc3cccc(Cl)c3)c2c1. The result is 1 (stable in rat liver microsomes). (2) The drug is CCn1nnc2c(N3CCOCC3)nc(-c3ccc(NC(=O)Nc4cccs4)cc3)nc21. The result is 1 (stable in rat liver microsomes).